From a dataset of Reaction yield outcomes from USPTO patents with 853,638 reactions. Predict the reaction yield, written as a fraction of the theoretical maximum amount of product (1.0 means a 100% yield; for example, 0.34 means a 34% yield). (1) The reactants are [CH3:1][O:2][C:3]1[CH:4]=[C:5]([CH:24]=[CH:25][CH:26]=1)[CH2:6][CH2:7][C:8]1[S:9][C:10]2[N:11]=[C:12]([NH2:23])[N:13]=[C:14]([N:17]3[CH2:22][CH2:21][NH:20][CH2:19][CH2:18]3)[C:15]=2[N:16]=1.[Br:27][C:28]1[CH:38]=[CH:37][C:31]([O:32][CH2:33][C:34](O)=[O:35])=[CH:30][CH:29]=1. No catalyst specified. The product is [NH2:23][C:12]1[N:13]=[C:14]([N:17]2[CH2:22][CH2:21][N:20]([C:34](=[O:35])[CH2:33][O:32][C:31]3[CH:37]=[CH:38][C:28]([Br:27])=[CH:29][CH:30]=3)[CH2:19][CH2:18]2)[C:15]2[N:16]=[C:8]([CH2:7][CH2:6][C:5]3[CH:24]=[CH:25][CH:26]=[C:3]([O:2][CH3:1])[CH:4]=3)[S:9][C:10]=2[N:11]=1. The yield is 0.650. (2) The reactants are [Cl:1][CH2:2][CH2:3][CH2:4][O:5][C:6]1[C:7]([O:19][CH3:20])=[CH:8][C:9]([C:17]#[N:18])=[C:10]([N:12]=[CH:13][N:14](C)C)[CH:11]=1.N[C:22]1[NH:26][N:25]=[C:24]([CH2:27][C:28]([O:30][CH3:31])=[O:29])[CH:23]=1. The catalyst is C(O)(=O)C. The product is [Cl:1][CH2:2][CH2:3][CH2:4][O:5][C:6]1[CH:11]=[C:10]2[C:9]([C:17]([NH:18][C:22]3[NH:26][N:25]=[C:24]([CH2:27][C:28]([O:30][CH3:31])=[O:29])[CH:23]=3)=[N:14][CH:13]=[N:12]2)=[CH:8][C:7]=1[O:19][CH3:20]. The yield is 0.690. (3) No catalyst specified. The reactants are [C:1]([Li])(C)(C)C.Br[C:7]1[CH:15]=[CH:14][C:10]2[O:11][CH2:12][O:13][C:9]=2[CH:8]=1.[CH:16]([O:18][CH2:19][CH3:20])=[O:17].[CH2:21]1[CH2:25][O:24][CH2:23][CH2:22]1. The product is [O:11]1[C:10]2[CH:14]=[CH:15][C:7]([CH:25]([C:21]3[CH:22]=[CH:23][C:19]4[O:18][CH2:16][O:17][C:20]=4[CH:1]=3)[OH:24])=[CH:8][C:9]=2[O:13][CH2:12]1. The yield is 0.280. (4) The reactants are [F:1][C:2]1[CH:3]=[C:4]([S:29][CH2:30][CH2:31][C:32](OC)=O)[CH:5]=[CH:6][C:7]=1[O:8][CH:9]1[CH2:13][CH2:12][N:11]([CH:14]2[CH2:19][CH2:18][N:17]([C:20]3[S:24][N:23]=[C:22]([CH:25]([CH3:27])[CH3:26])[N:21]=3)[CH2:16][CH2:15]2)[C:10]1=[O:28].CC([O-])(C)C.[K+].O.[Cl:43]CCCI. The catalyst is C1COCC1. The product is [Cl:43][CH2:32][CH2:31][CH2:30][S:29][C:4]1[CH:5]=[CH:6][C:7]([O:8][CH:9]2[CH2:13][CH2:12][N:11]([CH:14]3[CH2:19][CH2:18][N:17]([C:20]4[S:24][N:23]=[C:22]([CH:25]([CH3:27])[CH3:26])[N:21]=4)[CH2:16][CH2:15]3)[C:10]2=[O:28])=[C:2]([F:1])[CH:3]=1. The yield is 0.860. (5) The reactants are [CH3:1][CH:2]1[NH:7][CH2:6][CH2:5][N:4]2[CH:8]=[CH:9][CH:10]=[C:3]12.C1COCC1.[CH3:16][C:17]([O:20][C:21](O[C:21]([O:20][C:17]([CH3:19])([CH3:18])[CH3:16])=[O:22])=[O:22])([CH3:19])[CH3:18]. No catalyst specified. The product is [C:17]([O:20][C:21]([N:7]1[CH2:6][CH2:5][N:4]2[CH:8]=[CH:9][CH:10]=[C:3]2[CH:2]1[CH3:1])=[O:22])([CH3:19])([CH3:18])[CH3:16]. The yield is 0.520.